The task is: Predict the product of the given reaction.. This data is from Forward reaction prediction with 1.9M reactions from USPTO patents (1976-2016). (1) Given the reactants [CH3:1][N:2]1[CH:7]=[C:6](B2OC(C)(C)C(C)(C)O2)[C:5]2[CH:17]=[CH:18][N:19]([S:20]([C:23]3[CH:29]=[CH:28][C:26]([CH3:27])=[CH:25][CH:24]=3)(=[O:22])=[O:21])[C:4]=2[C:3]1=[O:30].[Br:31][C:32]1[CH:37]=[CH:36][C:35](I)=[C:34]([O:39][CH3:40])[CH:33]=1.[O-]P([O-])([O-])=O.[K+].[K+].[K+], predict the reaction product. The product is: [Br:31][C:32]1[CH:37]=[CH:36][C:35]([C:6]2[C:5]3[CH:17]=[CH:18][N:19]([S:20]([C:23]4[CH:24]=[CH:25][C:26]([CH3:27])=[CH:28][CH:29]=4)(=[O:21])=[O:22])[C:4]=3[C:3](=[O:30])[N:2]([CH3:1])[CH:7]=2)=[C:34]([O:39][CH3:40])[CH:33]=1. (2) Given the reactants [NH2:1][C:2]1[C:7]([O:8][CH2:9][C:10]2[CH:15]=[CH:14][CH:13]=[CH:12][CH:11]=2)=[CH:6][CH:5]=[CH:4][N:3]=1.[CH:16]1([N+:22]#[C-:23])[CH2:21][CH2:20][CH2:19][CH2:18][CH2:17]1.Cl(O)(=O)(=O)=O.[C:29](Cl)(=[O:31])[CH3:30], predict the reaction product. The product is: [CH2:9]([O:8][C:7]1[C:2]2[N:3]([C:23]([N:22]([CH:16]3[CH2:21][CH2:20][CH2:19][CH2:18][CH2:17]3)[C:29](=[O:31])[CH3:30])=[C:9]([CH:10]3[CH2:15][CH2:14][CH2:13][CH2:12][CH2:11]3)[N:1]=2)[CH:4]=[CH:5][CH:6]=1)[C:10]1[CH:11]=[CH:12][CH:13]=[CH:14][CH:15]=1. (3) Given the reactants [F:1][C:2]([F:8])([F:7])[CH2:3][C:4](O)=[O:5].C1C=CC2N(O)N=NC=2C=1.[NH:19]([C:21]1[N:22]=[N:23][C:24]([C:27]2[CH:32]=[CH:31][C:30]([O:33][C:34]3[CH:39]=[CH:38][CH:37]=[CH:36][CH:35]=3)=[CH:29][CH:28]=2)=[CH:25][CH:26]=1)[NH2:20].CCOP(O)N(C(C)C)C(C)C, predict the reaction product. The product is: [F:1][C:2]([F:8])([F:7])[CH2:3][C:4]([N:19]([C:21]1[N:22]=[N:23][C:24]([C:27]2[CH:32]=[CH:31][C:30]([O:33][C:34]3[CH:39]=[CH:38][CH:37]=[CH:36][CH:35]=3)=[CH:29][CH:28]=2)=[CH:25][CH:26]=1)[NH2:20])=[O:5]. (4) Given the reactants [CH3:1][C@H:2]1[C:13](=[O:14])[O:12][CH2:11][C@@H:10]([C:15]2[CH:20]=[CH:19][CH:18]=[CH:17][CH:16]=2)[NH:9][C:8](=[O:21])[CH2:7][CH2:6][CH:5]=[CH:4][CH2:3]1.[OH2:22].C[N+]1([O-])CC[O:27]CC1, predict the reaction product. The product is: [OH:22][C@@H:5]1[C@@H:4]([OH:27])[CH2:3][C@@H:2]([CH3:1])[C:13](=[O:14])[O:12][CH2:11][C@@H:10]([C:15]2[CH:16]=[CH:17][CH:18]=[CH:19][CH:20]=2)[NH:9][C:8](=[O:21])[CH2:7][CH2:6]1. (5) The product is: [CH2:18]([S:15]([N:14]1[CH:9]([C:6]2[CH:7]=[CH:8][C:3]([C:1]#[N:2])=[CH:4][CH:5]=2)[C:10]2[C:38](=[O:39])[CH2:37][CH2:36][C:11]=2[N:12]([C:26]2[CH:31]=[CH:30][CH:29]=[C:28]([C:32]([F:35])([F:33])[F:34])[CH:27]=2)[C:13]1=[O:25])(=[O:16])=[O:17])[CH3:19]. Given the reactants [C:1]([C:3]1[CH:8]=[CH:7][C:6]([CH:9]2[N:14]([S:15]([CH2:18][CH2:19]CC(OC)=O)(=[O:17])=[O:16])[C:13](=[O:25])[N:12]([C:26]3[CH:31]=[CH:30][CH:29]=[C:28]([C:32]([F:35])([F:34])[F:33])[CH:27]=3)[C:11]3[CH2:36][CH2:37][C:38](=[O:39])[C:10]2=3)=[CH:5][CH:4]=1)#[N:2].C(S(Cl)(=O)=O)C, predict the reaction product. (6) Given the reactants Cl.[F:2][C:3]([F:29])([F:28])[C:4]1[CH:5]=[C:6]([CH:21]=[C:22]([C:24]([F:27])([F:26])[F:25])[CH:23]=1)[CH2:7][O:8][C@H:9]1[CH2:14][CH2:13][NH:12][CH2:11][C@H:10]1[C:15]1[CH:20]=[CH:19][CH:18]=[CH:17][CH:16]=1.Cl[C:31]([O:33][CH3:34])=[O:32], predict the reaction product. The product is: [CH3:34][O:33][C:31]([N:12]1[CH2:13][CH2:14][C@H:9]([O:8][CH2:7][C:6]2[CH:21]=[C:22]([C:24]([F:27])([F:25])[F:26])[CH:23]=[C:4]([C:3]([F:2])([F:28])[F:29])[CH:5]=2)[C@H:10]([C:15]2[CH:16]=[CH:17][CH:18]=[CH:19][CH:20]=2)[CH2:11]1)=[O:32]. (7) Given the reactants [C:1]([O:4][C@H:5]([CH3:20])[CH2:6][CH2:7][CH2:8][CH2:9][N:10]1[C:15](=[O:16])[CH:14]=[C:13]([NH2:17])[N:12]([CH3:18])[C:11]1=[O:19])(=[O:3])[CH3:2].CC1(C)[O:27][C:26](=O)[CH:25]=[C:24]([CH3:29])O1, predict the reaction product. The product is: [C:1]([O:4][C@H:5]([CH3:20])[CH2:6][CH2:7][CH2:8][CH2:9][N:10]1[C:15](=[O:16])[C:14]2[C:26](=[O:27])[CH:25]=[C:24]([CH3:29])[NH:17][C:13]=2[N:12]([CH3:18])[C:11]1=[O:19])(=[O:3])[CH3:2]. (8) Given the reactants [C:1]([O:8][CH3:9])(=[O:7])/[CH:2]=[CH:3]/[CH2:4][CH2:5][CH3:6].[CH:10]1(CO)[CH2:12][CH2:11]1, predict the reaction product. The product is: [C:1]([O:8][CH2:9][CH:10]1[CH2:12][CH2:11]1)(=[O:7])/[CH:2]=[CH:3]/[CH2:4][CH2:5][CH3:6].